This data is from Full USPTO retrosynthesis dataset with 1.9M reactions from patents (1976-2016). The task is: Predict the reactants needed to synthesize the given product. The reactants are: [OH:1][NH:2][C:3]([C:5]1[C:10]([C:11]2[CH:16]=[CH:15][CH:14]=[CH:13][CH:12]=2)=[CH:9][CH:8]=[CH:7][N:6]=1)=[NH:4].[CH3:17][N:18]([CH3:29])[C:19]1[CH:20]=[C:21]([OH:28])[C:22](=[CH:26][CH:27]=1)[C:23](O)=O. Given the product [CH3:17][N:18]([CH3:29])[C:19]1[CH:27]=[CH:26][C:22]([C:23]2[O:1][N:2]=[C:3]([C:5]3[C:10]([C:11]4[CH:16]=[CH:15][CH:14]=[CH:13][CH:12]=4)=[CH:9][CH:8]=[CH:7][N:6]=3)[N:4]=2)=[C:21]([OH:28])[CH:20]=1, predict the reactants needed to synthesize it.